The task is: Predict the reaction yield, written as a fraction of the theoretical maximum amount of product (1.0 means a 100% yield; for example, 0.34 means a 34% yield).. This data is from Reaction yield outcomes from USPTO patents with 853,638 reactions. (1) The reactants are [OH:1][C:2]1[CH:9]=[CH:8][C:5]([CH:6]=[O:7])=[C:4]([O:10][CH3:11])[CH:3]=1.[Cl:12][C:13]1[CH:14]=[C:15]([CH:18]=[CH:19][C:20]=1[Cl:21])[CH2:16]O.C1(P(C2C=CC=CC=2)C2C=CC=CC=2)C=CC=CC=1.C1(C)C=CC=CC=1.N(C(OCC)=O)=NC(OCC)=O. The catalyst is O1CCCC1. The product is [Cl:12][C:13]1[CH:14]=[C:15]([CH:18]=[CH:19][C:20]=1[Cl:21])[CH2:16][O:1][C:2]1[CH:9]=[CH:8][C:5]([CH:6]=[O:7])=[C:4]([O:10][CH3:11])[CH:3]=1. The yield is 0.960. (2) The reactants are C([O:8][CH2:9][CH2:10][O:11][C:12]1[CH:13]=[CH:14][C:15]([F:31])=[C:16]2[C:21]=1[NH:20][CH:19]=[C:18]([C:22]1[CH:27]=[CH:26][C:25]([O:28][CH3:29])=[CH:24][CH:23]=1)[C:17]2=[O:30])C1C=CC=CC=1.[H][H]. The catalyst is [OH-].[OH-].[Pd+2].C(O)C. The product is [F:31][C:15]1[CH:14]=[CH:13][C:12]([O:11][CH2:10][CH2:9][OH:8])=[C:21]2[C:16]=1[C:17](=[O:30])[C:18]([C:22]1[CH:27]=[CH:26][C:25]([O:28][CH3:29])=[CH:24][CH:23]=1)=[CH:19][NH:20]2. The yield is 0.990. (3) The reactants are C([O-])([O-])=O.[Cs+].[Cs+].Cl[C:8]1[CH:9]=[CH:10][C:11]([N+:15]([O-:17])=[O:16])=[C:12](F)[CH:13]=1.[OH:18][C:19]1[CH:28]=[CH:27][CH:26]=[CH:25][C:20]=1[C:21]([O:23][CH3:24])=[O:22].C(Cl)[Cl:30]. The catalyst is CN(C=O)C. The product is [CH3:24][O:23][C:21](=[O:22])[C:20]1[CH:25]=[CH:26][CH:27]=[CH:28][C:19]=1[O:18][C:10]1[CH:9]=[CH:8][CH:13]=[C:12]([Cl:30])[C:11]=1[N+:15]([O-:17])=[O:16]. The yield is 0.820. (4) The reactants are Cl[C:2]1[NH:3][C:4]([C:12]2[CH:17]=[CH:16][CH:15]=[CH:14][C:13]=2[F:18])=[C:5]([CH3:11])[C:6]=1[C:7]([O:9][CH3:10])=[O:8]. The catalyst is CO.[C].[Pd]. The product is [F:18][C:13]1[CH:14]=[CH:15][CH:16]=[CH:17][C:12]=1[C:4]1[NH:3][CH:2]=[C:6]([C:7]([O:9][CH3:10])=[O:8])[C:5]=1[CH3:11]. The yield is 0.760. (5) The reactants are [Cl:1][C:2]1[C:7]([CH:8]=[O:9])=[C:6]([OH:10])[CH:5]=[C:4]([O:11][CH:12]2[CH2:17][CH2:16][CH2:15][CH2:14][O:13]2)[CH:3]=1.N1C=CC=CC=1.[O:24](S(C(F)(F)F)(=O)=O)[S:25]([C:28]([F:31])([F:30])[F:29])(=O)=[O:26]. The catalyst is C(Cl)Cl. The product is [F:29][C:28]([F:31])([F:30])[S:25]([O:10][C:6]1[CH:5]=[C:4]([O:11][CH:12]2[CH2:17][CH2:16][CH2:15][CH2:14][O:13]2)[CH:3]=[C:2]([Cl:1])[C:7]=1[CH:8]=[O:9])(=[O:26])=[O:24]. The yield is 0.660. (6) The reactants are C1COCC1.[OH-].[Na+].[C:8]12([C:18]3[CH:19]=[C:20]([CH:28]=[CH:29][CH:30]=3)[O:21][CH2:22][C:23]([O:25]CC)=[O:24])[CH2:17][CH:12]3[CH2:13][CH:14]([CH2:16][CH:10]([CH2:11]3)[CH2:9]1)[CH2:15]2.Cl. The catalyst is O. The product is [C:8]12([C:18]3[CH:19]=[C:20]([CH:28]=[CH:29][CH:30]=3)[O:21][CH2:22][C:23]([OH:25])=[O:24])[CH2:15][CH:14]3[CH2:16][CH:10]([CH2:11][CH:12]([CH2:13]3)[CH2:17]1)[CH2:9]2. The yield is 0.890. (7) The reactants are [CH2:1]([NH:5][C:6]1[N:11]2[N:12]=[C:13]([C:23]3[CH:28]=[CH:27][C:26]([F:29])=[CH:25][CH:24]=3)[C:14]([C:15]3[CH:20]=[CH:19][N:18]=[C:17]([S:21][CH3:22])[N:16]=3)=[C:10]2[CH:9]=[CH:8][CH:7]=1)[CH2:2][CH2:3][CH3:4].ClC1C=CC=C(C(OO)=[O:38])C=1. The catalyst is C(Cl)(Cl)Cl.C(=O)(O)[O-].[Na+]. The product is [CH2:1]([NH:5][C:6]1[N:11]2[N:12]=[C:13]([C:23]3[CH:24]=[CH:25][C:26]([F:29])=[CH:27][CH:28]=3)[C:14]([C:15]3[CH:20]=[CH:19][N:18]=[C:17]([S:21]([CH3:22])=[O:38])[N:16]=3)=[C:10]2[CH:9]=[CH:8][CH:7]=1)[CH2:2][CH2:3][CH3:4]. The yield is 0.600.